This data is from Full USPTO retrosynthesis dataset with 1.9M reactions from patents (1976-2016). The task is: Predict the reactants needed to synthesize the given product. Given the product [N:29]1[CH:30]=[CH:31][C:26]([C:5](=[O:4])[CH:6]=[P:7]([C:20]2[CH:25]=[CH:24][CH:23]=[CH:22][CH:21]=2)([C:8]2[CH:9]=[CH:10][CH:11]=[CH:12][CH:13]=2)[C:14]2[CH:19]=[CH:18][CH:17]=[CH:16][CH:15]=2)=[CH:27][CH:28]=1, predict the reactants needed to synthesize it. The reactants are: [OH-].[Na+].[Br-].[O:4]=[C:5]([C:26]1[CH:31]=[CH:30][N:29]=[CH:28][CH:27]=1)[CH2:6][P+:7]([C:20]1[CH:25]=[CH:24][CH:23]=[CH:22][CH:21]=1)([C:14]1[CH:19]=[CH:18][CH:17]=[CH:16][CH:15]=1)[C:8]1[CH:13]=[CH:12][CH:11]=[CH:10][CH:9]=1.